From a dataset of Forward reaction prediction with 1.9M reactions from USPTO patents (1976-2016). Predict the product of the given reaction. (1) Given the reactants CC1(C)C(C)(C)OB([C:9]2[CH2:14][CH2:13][CH:12]([C:15]([O:17][CH2:18][CH3:19])=[O:16])[CH2:11][CH:10]=2)O1.Cl[C:22]1[C:31]([Cl:32])=[CH:30][C:29]2[C:24](=[CH:25][CH:26]=[C:27]([O:33][CH3:34])[CH:28]=2)[N:23]=1, predict the reaction product. The product is: [Cl:32][C:31]1[C:22]([C:9]2[CH2:14][CH2:13][CH:12]([C:15]([O:17][CH2:18][CH3:19])=[O:16])[CH2:11][CH:10]=2)=[N:23][C:24]2[C:29]([CH:30]=1)=[CH:28][C:27]([O:33][CH3:34])=[CH:26][CH:25]=2. (2) Given the reactants [CH3:1][O:2][C:3]([C:5]1[C:6]([CH:25]([CH3:27])[CH3:26])=[N:7][C:8]2[C:13]([C:14]=1OS(C(F)(F)F)(=O)=O)=[CH:12][C:11]([Cl:23])=[CH:10][C:9]=2[Cl:24])=[O:4].[CH:28]([C:31]1[CH:32]=[C:33](B(O)O)[CH:34]=[CH:35][CH:36]=1)([CH3:30])[CH3:29], predict the reaction product. The product is: [CH3:1][O:2][C:3]([C:5]1[C:6]([CH:25]([CH3:27])[CH3:26])=[N:7][C:8]2[C:13]([C:14]=1[C:35]1[CH:34]=[CH:33][CH:32]=[C:31]([CH:28]([CH3:30])[CH3:29])[CH:36]=1)=[CH:12][C:11]([Cl:23])=[CH:10][C:9]=2[Cl:24])=[O:4]. (3) Given the reactants Br[C:2]1[CH:11]=[C:10]2[C:5]([CH:6]=[CH:7][C:8](=[O:20])[N:9]2[C:12]2[C:17]([Cl:18])=[CH:16][CH:15]=[CH:14][C:13]=2[Cl:19])=[C:4]([C:21]2[CH:26]=[CH:25][CH:24]=[CH:23][C:22]=2[Cl:27])[N:3]=1.[CH3:28][N:29]1[CH:34]2[CH2:35][CH2:36][CH:30]1[CH:31]=[C:32]([Sn](C)(C)C)[CH2:33]2, predict the reaction product. The product is: [Cl:27][C:22]1[CH:23]=[CH:24][CH:25]=[CH:26][C:21]=1[C:4]1[N:3]=[C:2]([C:32]2[CH2:33][CH:34]3[N:29]([CH3:28])[CH:30]([CH2:36][CH2:35]3)[CH:31]=2)[CH:11]=[C:10]2[C:5]=1[CH:6]=[CH:7][C:8](=[O:20])[N:9]2[C:12]1[C:17]([Cl:18])=[CH:16][CH:15]=[CH:14][C:13]=1[Cl:19]. (4) Given the reactants [CH3:1][N:2]([CH3:39])[C:3]1[CH:38]=[CH:37][C:6]([C:7]([NH:9][C:10]2[CH:15]=[CH:14][CH:13]=[C:12]([CH:16]([C:21]3[C:29]4[C:24](=[CH:25][C:26]([N:30]5[CH2:35][CH2:34][O:33][CH2:32][CH2:31]5)=[CH:27][CH:28]=4)[NH:23][CH:22]=3)[CH2:17][N+:18]([O-])=O)[C:11]=2[F:36])=[O:8])=[CH:5][CH:4]=1.[H][H], predict the reaction product. The product is: [NH2:18][CH2:17][CH:16]([C:12]1[C:11]([F:36])=[C:10]([NH:9][C:7](=[O:8])[C:6]2[CH:5]=[CH:4][C:3]([N:2]([CH3:1])[CH3:39])=[CH:38][CH:37]=2)[CH:15]=[CH:14][CH:13]=1)[C:21]1[C:29]2[C:24](=[CH:25][C:26]([N:30]3[CH2:35][CH2:34][O:33][CH2:32][CH2:31]3)=[CH:27][CH:28]=2)[NH:23][CH:22]=1.